This data is from Experimentally validated miRNA-target interactions with 360,000+ pairs, plus equal number of negative samples. The task is: Binary Classification. Given a miRNA mature sequence and a target amino acid sequence, predict their likelihood of interaction. (1) The miRNA is hsa-miR-221-3p with sequence AGCUACAUUGUCUGCUGGGUUUC. The protein sequence of the target gene is MFLRRLGGWLPRPWGRKKSTKADLPAPEPRWVDSSPENSGSDWDSAPETMGDVGPLKTKDSGTRRPPGAAPESSRDLKVDQLGSKRMDSLKRDKTASTIQEPARLESGGAIPKLDWDPVDSGGVKNLGVSAQGRLGTIGPEALLEKPGRRQKLLRWLRGEPGAPSHYLQDPEEYLQISTNLTLHLLELLATALLALCSRPLRAILDALGLRGPVGLWLHGLLCFLAALHGLHAVLSLLTAHPLHFACLFGLLQALVLAVSLREPVEDEETADWESEGQEREAKEQREGPGRML. Result: 0 (no interaction). (2) The miRNA is hsa-miR-6854-5p with sequence AAGCUCAGGUUUGAGAACUGCUGA. The protein sequence of the target gene is MTDLVAVWDVALSDGVHKIEFEHGTTSGKRVVYVDGKEEIRREWMFKLVGKETFFVGAAKTKATINIDAISGFAYEYTLEIDGKSLKKYMENRSKTTSTWVLRLDGEDLRVVLEKDTMDVWCNGQKMETAGEFVDDGTETHFSVGNHGCYIKAVSSGKRKEGIIHTLIVDNREIPELTQ. Result: 0 (no interaction). (3) The miRNA is mmu-miR-34b-5p with sequence AGGCAGUGUAAUUAGCUGAUUGU. The protein sequence of the target gene is MPVFHTRTIESILEPVAQQISHLVIMHEEGEVDGKAIPDLTAPVAAVQAAVSNLVRVGKETVQTTEDQILKRDMPPAFIKVENACTKLVQAAQMLQSDPYSVPARDYLIDGSRGILSGTSDLLLTFDEAEVRKIIRVCKGILEYLTVAEVVETMEDLVTYTKNLGPGMTKMAKMIDERQQELTHQEHRVMLVNSMNTVKELLPVLISAMKIFVTTKNSKNQGIEEALKNRNFTVEKMSAEINEIIRVLQLTSWDEDAWASKDTEAMKRALASIDSKLNQAKGWLRDPNASPGDAGEQAIR.... Result: 1 (interaction). (4) The miRNA is hsa-miR-19a-3p with sequence UGUGCAAAUCUAUGCAAAACUGA. The protein sequence of the target gene is MSKRLRSSEVCADCSGPDPSWASVNRGTFLCDECCSVHRSLGRHISQVRHLKHTPWPPTLLQMVETLYNNGANSIWEHSLLDPASIMSGRRKANPQDKVHPNKAEFIRAKYQMLAFVHRLPCRDDDSVTAKDLSKQLHSSVRTGNLETCLRLLSLGAQANFFHPEKGNTPLHVASKAGQILQAELLAVYGADPGTQDSSGKTPVDYARQGGHHELAERLVEIQYELTDRLAFYLCGRKPDHKNGQHFIIPQMADSSLDLSELAKAAKKKLQSLSNHLFEELAMDVYDEVDRRETDAVWLA.... Result: 1 (interaction). (5) The miRNA is hsa-miR-7156-5p with sequence UUGUUCUCAAACUGGCUGUCAGA. The protein sequence of the target gene is MKPLVAFLVVLSIFGIQSQAEEIFNIFVPSKNGGNIQETVTIDNQQNTATINIHSGSCSSTTIFDYKHGYIASRVLSRRACYVIKMDHKAIPALDKLQRFLYEKQTMNAIDSPEYTWVRYNPLKSLITKVDWFLFGSPIRQLCKHMPLYEGEVATKPKEVSTGACAKVGLLGILGVSICGGIHL. Result: 0 (no interaction). (6) The miRNA is hsa-miR-423-3p with sequence AGCUCGGUCUGAGGCCCCUCAGU. The protein sequence of the target gene is MGRLLRAARLPPLLSPLLLLLVGGAFLGACVAGSDEPGPEGLTSTSLLDLLLPTGLEPLDSEEPSETMGLGAGLGAPGSGFPSEENEESRILQPPQYFWEEEEELNDSSLDLGPTADYVFPDLTEKAGSIEDTSQAQELPNLPSPLPKMNLVEPPWHMPPREEEEEEEEEEEREKEEVEKQEEEEEEELLPVNGSQEEAKPQVRDFSLTSSSQTPGATKSRHEDSGDQASSGVEVESSMGPSLLLPSVTPTTVTPGDQDSTSQEAEATVLPAAGLGVEFEAPQEASEEATAGAAGLSGQH.... Result: 0 (no interaction). (7) The miRNA is osa-miR160a-5p with sequence UGCCUGGCUCCCUGUAUGCCA. The protein sequence of the target gene is MRPAFALCLLWQALWPGPGGGEHPTADRAGCSASGACYSLHHATMKRQAAEEACILRGGALSTVRAGAELRAVLALLRAGPGPGGGSKDLLFWVALERRRSHCTLENEPLRGFSWLSSDPGGLESDTLQWVEEPQRSCTARRCAVLQATGGVEPAGWKEMRCHLRANGYLCKYQFEVLCPAPRPGAASNLSYRAPFQLHSAALDFSPPGTEVSALCRGQLPISVTCIADEIGARWDKLSGDVLCPCPGRYLRAGKCAELPNCLDDLGGFACECATGFELGKDGRSCVTSGEGQPTLGGTG.... Result: 0 (no interaction).